From a dataset of Reaction yield outcomes from USPTO patents with 853,638 reactions. Predict the reaction yield, written as a fraction of the theoretical maximum amount of product (1.0 means a 100% yield; for example, 0.34 means a 34% yield). (1) The reactants are [C:1]([CH2:3][C:4]([O:6]C)=O)#[N:2].[CH3:8][NH:9][CH2:10][CH2:11][OH:12]. The catalyst is C(O)C. The product is [C:1]([CH2:3][C:4]([N:9]([CH2:10][CH2:11][OH:12])[CH3:8])=[O:6])#[N:2]. The yield is 0.970. (2) The reactants are C(OC(=O)[NH:7][CH2:8][CH2:9][CH2:10][N:11]([CH:21]([C:24]1[N:25]([CH2:35][C:36]2[CH:41]=[CH:40][CH:39]=[C:38]([F:42])[CH:37]=2)[C:26](=[O:34])[C:27]2[C:32]([CH3:33])=[N:31][S:30][C:28]=2[N:29]=1)[CH2:22][CH3:23])[C:12](=[O:20])[C:13]1[CH:18]=[CH:17][C:16]([CH3:19])=[CH:15][CH:14]=1)(C)(C)C.[ClH:44]. The catalyst is O1CCOCC1. The product is [ClH:44].[NH2:7][CH2:8][CH2:9][CH2:10][N:11]([CH:21]([C:24]1[N:25]([CH2:35][C:36]2[CH:41]=[CH:40][CH:39]=[C:38]([F:42])[CH:37]=2)[C:26](=[O:34])[C:27]2[C:32]([CH3:33])=[N:31][S:30][C:28]=2[N:29]=1)[CH2:22][CH3:23])[C:12](=[O:20])[C:13]1[CH:14]=[CH:15][C:16]([CH3:19])=[CH:17][CH:18]=1. The yield is 0.800.